Dataset: Catalyst prediction with 721,799 reactions and 888 catalyst types from USPTO. Task: Predict which catalyst facilitates the given reaction. Reactant: [NH2:1][NH:2][C:3]([NH2:5])=[O:4].[Cl:6][C:7]1[CH:12]=[CH:11][CH:10]=[CH:9][C:8]=1[CH2:13][C:14](O)=O. Product: [Cl:6][C:7]1[CH:12]=[CH:11][CH:10]=[CH:9][C:8]=1[CH2:13][C:14]1[O:4][C:3]([NH2:5])=[N:2][N:1]=1. The catalyst class is: 286.